Task: Predict the product of the given reaction.. Dataset: Forward reaction prediction with 1.9M reactions from USPTO patents (1976-2016) (1) The product is: [F:24][C:23]([F:25])([F:26])[C@@H:8]([NH2:7])[CH2:9][CH2:10][NH:12][C@H:13]([C:15]1[CH:20]=[CH:19][C:18]([O:21][CH3:22])=[CH:17][CH:16]=1)[CH3:14]. Given the reactants [H-].[H-].[H-].[H-].[Li+].[Al+3].[NH2:7][C@H:8]([C:23]([F:26])([F:25])[F:24])[CH2:9][C:10]([NH:12][C@H:13]([C:15]1[CH:20]=[CH:19][C:18]([O:21][CH3:22])=[CH:17][CH:16]=1)[CH3:14])=O.O.[OH-].[Na+], predict the reaction product. (2) Given the reactants Cl[C:2]1[N:7]=[C:6]([CH3:8])[C:5]([CH:9]([CH2:14][CH2:15][CH3:16])[C:10]([O:12][CH3:13])=[O:11])=[C:4]([C:17]2[CH:22]=[CH:21][C:20]([CH3:23])=[CH:19][CH:18]=2)[N:3]=1.[C:24]1(B(O)O)[CH:29]=[CH:28][CH:27]=[CH:26][CH:25]=1.C(N(CC)C(C)C)(C)C, predict the reaction product. The product is: [CH3:8][C:6]1[C:5]([CH:9]([CH2:14][CH2:15][CH3:16])[C:10]([O:12][CH3:13])=[O:11])=[C:4]([C:17]2[CH:22]=[CH:21][C:20]([CH3:23])=[CH:19][CH:18]=2)[N:3]=[C:2]([C:24]2[CH:29]=[CH:28][CH:27]=[CH:26][CH:25]=2)[N:7]=1.